Predict the reactants needed to synthesize the given product. From a dataset of Full USPTO retrosynthesis dataset with 1.9M reactions from patents (1976-2016). (1) Given the product [CH2:1]([O:3][C:4](=[O:23])[CH2:5][C:6]1[CH:11]=[C:10]([Cl:12])[CH:9]=[C:8]([O:13][C:14]2[CH:19]=[CH:18][C:17]([Br:20])=[CH:16][C:15]=2[CH2:21][N:26]2[C@@H:25]([CH3:24])[C@@H:29]([C:30]3[CH:35]=[CH:34][CH:33]=[CH:32][CH:31]=3)[O:28][C:27]2=[O:36])[CH:7]=1)[CH3:2], predict the reactants needed to synthesize it. The reactants are: [CH2:1]([O:3][C:4](=[O:23])[CH2:5][C:6]1[CH:11]=[C:10]([Cl:12])[CH:9]=[C:8]([O:13][C:14]2[CH:19]=[CH:18][C:17]([Br:20])=[CH:16][C:15]=2[CH2:21]Br)[CH:7]=1)[CH3:2].[CH3:24][C@H:25]1[C@@H:29]([C:30]2[CH:35]=[CH:34][CH:33]=[CH:32][CH:31]=2)[O:28][C:27](=[O:36])[NH:26]1. (2) Given the product [N:9]1[CH:10]=[CH:11][CH:12]=[C:7]([N:5]2[CH:6]=[C:2]([N:13]3[CH:17]=[CH:16][C:15]([C:18]4[N:19]=[CH:20][CH:21]=[CH:22][N:23]=4)=[N:14]3)[CH:3]=[N:4]2)[CH:8]=1, predict the reactants needed to synthesize it. The reactants are: Br[C:2]1[CH:3]=[N:4][N:5]([C:7]2[CH:8]=[N:9][CH:10]=[CH:11][CH:12]=2)[CH:6]=1.[NH:13]1[CH:17]=[CH:16][C:15]([C:18]2[N:23]=[CH:22][CH:21]=[CH:20][N:19]=2)=[N:14]1.C(=O)([O-])[O-].[Cs+].[Cs+].C(=NO)C1C(=CC=CC=1)O.